Dataset: Catalyst prediction with 721,799 reactions and 888 catalyst types from USPTO. Task: Predict which catalyst facilitates the given reaction. (1) Reactant: [Si:1]([O:8][CH:9]1[CH2:14][CH:13]([CH3:15])[CH2:12][C:11]([C:16]2[CH:21]=[CH:20][N:19]=[CH:18][C:17]=2[NH2:22])=[CH:10]1)([C:4]([CH3:7])([CH3:6])[CH3:5])([CH3:3])[CH3:2]. Product: [Si:1]([O:8][CH:9]1[CH2:14][CH:13]([CH3:15])[CH2:12][CH:11]([C:16]2[CH:21]=[CH:20][N:19]=[CH:18][C:17]=2[NH2:22])[CH2:10]1)([C:4]([CH3:7])([CH3:5])[CH3:6])([CH3:3])[CH3:2]. The catalyst class is: 19. (2) Reactant: Cl[C:2]1[N:3]=[C:4]([O:19][CH2:20][C@H:21]2[C@H:25]([CH3:26])[CH2:24][N:23]([C:27]([O:29][C:30]([CH3:33])([CH3:32])[CH3:31])=[O:28])[CH2:22]2)[C:5]2[CH:10]=[CH:9][N:8]([CH2:11][O:12][CH2:13][CH2:14][Si:15]([CH3:18])([CH3:17])[CH3:16])[C:6]=2[N:7]=1.[CH3:34][N:35]1[CH:39]=[C:38]([NH2:40])[CH:37]=[N:36]1.C([O-])([O-])=O.[Cs+].[Cs+].CC1(C)C2C(=C(P(C3C=CC=CC=3)C3C=CC=CC=3)C=CC=2)OC2C(P(C3C=CC=CC=3)C3C=CC=CC=3)=CC=CC1=2. Product: [CH3:26][C@H:25]1[C@H:21]([CH2:20][O:19][C:4]2[C:5]3[CH:10]=[CH:9][N:8]([CH2:11][O:12][CH2:13][CH2:14][Si:15]([CH3:18])([CH3:17])[CH3:16])[C:6]=3[N:7]=[C:2]([NH:40][C:38]3[CH:37]=[N:36][N:35]([CH3:34])[CH:39]=3)[N:3]=2)[CH2:22][N:23]([C:27]([O:29][C:30]([CH3:33])([CH3:32])[CH3:31])=[O:28])[CH2:24]1. The catalyst class is: 62. (3) Reactant: [CH:1]([Si:4]([CH:9]([CH3:11])[CH3:10])([CH:6]([CH3:8])[CH3:7])[SH:5])([CH3:3])[CH3:2].[H-].[Na+].[CH3:14][C:15]1[C:20](Br)=[CH:19][CH:18]=[CH:17][C:16]=1[N:22]1[C:26](=[O:27])[N:25]([CH3:28])[N:24]=[N:23]1. Product: [CH3:14][C:15]1[C:20]([S:5][Si:4]([CH:1]([CH3:3])[CH3:2])([CH:6]([CH3:8])[CH3:7])[CH:9]([CH3:11])[CH3:10])=[CH:19][CH:18]=[CH:17][C:16]=1[N:22]1[C:26](=[O:27])[N:25]([CH3:28])[N:24]=[N:23]1. The catalyst class is: 6. (4) The catalyst class is: 8. Product: [N+:11]([C:7]1[CH:6]=[C:5]([C:3]2[CH:2]=[N:21][C:14]3[C:15](=[CH:16][CH:17]=[CH:18][CH:19]=3)[N:20]=2)[CH:10]=[CH:9][CH:8]=1)([O-:13])=[O:12]. Reactant: Br[CH2:2][C:3]([C:5]1[CH:10]=[CH:9][CH:8]=[C:7]([N+:11]([O-:13])=[O:12])[CH:6]=1)=O.[C:14]1([NH2:21])[CH:19]=[CH:18][CH:17]=[CH:16][C:15]=1[NH2:20].C([O-])(=O)C.[Na+]. (5) Reactant: [C:1]([C:5]1[CH:9]=[C:8]([C:10]2[CH:15]=[CH:14][CH:13]=[CH:12][CH:11]=2)[N:7]([CH2:16][C:17]2[CH:38]=[CH:37][C:20]([CH2:21][NH:22][C:23]3[CH:28]=[CH:27][C:26]([CH2:29][CH2:30][C:31]([O:33]CC)=[O:32])=[C:25]([F:36])[CH:24]=3)=[CH:19][CH:18]=2)[N:6]=1)([CH3:4])([CH3:3])[CH3:2].[OH-].[Na+].O.C(O)(=O)CC(CC(O)=O)(C(O)=O)O. Product: [C:1]([C:5]1[CH:9]=[C:8]([C:10]2[CH:11]=[CH:12][CH:13]=[CH:14][CH:15]=2)[N:7]([CH2:16][C:17]2[CH:38]=[CH:37][C:20]([CH2:21][NH:22][C:23]3[CH:28]=[CH:27][C:26]([CH2:29][CH2:30][C:31]([OH:33])=[O:32])=[C:25]([F:36])[CH:24]=3)=[CH:19][CH:18]=2)[N:6]=1)([CH3:4])([CH3:2])[CH3:3]. The catalyst class is: 199. (6) Reactant: [N+:1]([C:4]1[CH:13]=[CH:12][CH:11]=[CH:10][C:5]=1[C:6]([NH:8][NH2:9])=O)([O-:3])=[O:2].[CH3:14][C:15]1[O:16][C:17](=[O:25])[C:18]2[CH:24]=[CH:23][CH:22]=[CH:21][C:19]=2[N:20]=1.CN1CCCC1=O. Product: [CH3:14][C:15]1[N:20]([C:19]2[CH:21]=[CH:22][CH:23]=[CH:24][C:18]=2[C:17]([OH:25])=[O:16])[C:6]([C:5]2[CH:10]=[CH:11][CH:12]=[CH:13][C:4]=2[N+:1]([O-:3])=[O:2])=[N:8][N:9]=1. The catalyst class is: 6.